From a dataset of Peptide-MHC class I binding affinity with 185,985 pairs from IEDB/IMGT. Regression. Given a peptide amino acid sequence and an MHC pseudo amino acid sequence, predict their binding affinity value. This is MHC class I binding data. (1) The peptide sequence is MGHPKNAYL. The MHC is HLA-B40:01 with pseudo-sequence HLA-B40:01. The binding affinity (normalized) is 0.0847. (2) The peptide sequence is LMAVHCMNF. The MHC is Mamu-A11 with pseudo-sequence Mamu-A11. The binding affinity (normalized) is 0.276.